From a dataset of PAMPA permeability data for FDA-approved drugs from NCATS. Regression/Classification. Given a drug SMILES string, predict its absorption, distribution, metabolism, or excretion properties. Task type varies by dataset: regression for continuous measurements (e.g., permeability, clearance, half-life) or binary classification for categorical outcomes (e.g., BBB penetration, CYP inhibition). Dataset: approved_pampa_ncats. (1) The drug is COc1cc(/C=C\C(=O)N2CCN(CC(=O)N3CCCC3)CC2)cc(OC)c1OC. The result is 1 (high permeability). (2) The molecule is Cc1cc(C(=C2C=CC(=N)C=C2)c2ccc(N)cc2)ccc1N. The result is 1 (high permeability). (3) The drug is CC(=O)N[C@@H]1[C@H](C=C(O[C@H]1[C@@H]([C@@H](CO)O)O)C(=O)O)N=C(N)N. The result is 1 (high permeability). (4) The compound is CC(C)OC(=O)C(=C1SC=CS1)C(=O)OC(C)C. The result is 0 (low-to-moderate permeability).